This data is from Forward reaction prediction with 1.9M reactions from USPTO patents (1976-2016). The task is: Predict the product of the given reaction. (1) Given the reactants [F:1][C:2]1[CH:3]=[CH:4][C:5]([SH:11])=[C:6]([C:8](=O)[CH3:9])[CH:7]=1.Br[CH2:13][C:14](=[O:19])[C:15]([CH3:18])([CH3:17])[CH3:16].C(=O)([O-])[O-].[Cs+].[Cs+], predict the reaction product. The product is: [F:1][C:2]1[CH:3]=[CH:4][C:5]2[S:11][C:13]([C:14](=[O:19])[C:15]([CH3:18])([CH3:17])[CH3:16])=[C:8]([CH3:9])[C:6]=2[CH:7]=1. (2) Given the reactants [NH2:1][C:2]1[C:11]([I:12])=[CH:10][C:5]([C:6]([O:8][CH3:9])=[O:7])=[C:4]([Cl:13])[CH:3]=1.C([O-])([O-])=O.[Ca+2].I[Cl:20], predict the reaction product. The product is: [NH2:1][C:2]1[C:11]([I:12])=[CH:10][C:5]([C:6]([O:8][CH3:9])=[O:7])=[C:4]([Cl:13])[CH:3]=1.[NH2:1][C:2]1[CH:3]=[CH:4][C:5]([C:6]([O:8][CH3:9])=[O:7])=[C:10]([Cl:20])[C:11]=1[I:12]. (3) Given the reactants [CH3:1][CH:2]([NH2:9])[C:3]1[CH:8]=[CH:7][CH:6]=[CH:5][CH:4]=1.C([C:12](=O)[C:13]([O-:15])=[O:14])C.[CH2:17]=[CH:18][C:19](=[CH2:21])[CH3:20].F[C:23](F)(F)[C:24](O)=O.B(F)(F)F.CCOCC.C(=O)(O)[O-].[Na+], predict the reaction product. The product is: [C:3]1([CH:2]([N:9]2[CH:12]([C:13]([O:15][CH2:23][CH3:24])=[O:14])[CH2:21][C:19]([CH3:20])=[CH:18][CH2:17]2)[CH3:1])[CH:8]=[CH:7][CH:6]=[CH:5][CH:4]=1. (4) The product is: [C@H:16]1([C:14]([OH:15])=[O:30])[C:18]2([CH2:23][CH2:22][O:21][CH2:20][CH2:19]2)[CH2:17]1. Given the reactants C([C@@H]1COC(=O)N1[C:14]([C@H:16]1[C:18]2([CH2:23][CH2:22][O:21][CH2:20][CH2:19]2)[CH2:17]1)=[O:15])C1C=CC=CC=1.[OH-].[Li+].OO.S([O-])([O-])(=[O:30])=S.[Na+].[Na+], predict the reaction product. (5) The product is: [Br:13][C:14]1[C:15]2[CH:34]=[CH:33][CH:32]=[CH:31][C:16]=2[C:17]2[CH:18]([CH3:1])[N:19]([C:24]3[CH:29]=[CH:28][CH:27]=[CH:26][C:25]=3[F:30])[C:20](=[O:23])[C:21]=2[CH:22]=1. Given the reactants [CH:1](NC(C)C)(C)C.C([Li])CCC.[Br:13][C:14]1[C:15]2[CH:34]=[CH:33][CH:32]=[CH:31][C:16]=2[C:17]2[CH2:18][N:19]([C:24]3[CH:29]=[CH:28][CH:27]=[CH:26][C:25]=3[F:30])[C:20](=[O:23])[C:21]=2[CH:22]=1.IC.[Cl-].[NH4+], predict the reaction product. (6) Given the reactants [CH3:1][N:2]([CH3:8])[CH2:3][CH2:1][N:2]([CH3:8])[CH3:3].[N:9]1[CH:14]=[CH:13][CH:12]=[CH:11][C:10]=1[CH2:15][C:16]([O:18][CH3:19])=[O:17].COC(OC)N(C)C, predict the reaction product. The product is: [CH3:1][N:2]([CH3:8])[CH:3]=[C:15]([C:10]1[CH:11]=[CH:12][CH:13]=[CH:14][N:9]=1)[C:16]([O:18][CH3:19])=[O:17]. (7) Given the reactants C([N:8]1[CH2:13][CH2:12][NH:11][C@H:10]([CH2:14][CH2:15][OH:16])[CH2:9]1)C1C=CC=CC=1, predict the reaction product. The product is: [NH:11]1[CH2:12][CH2:13][NH:8][CH2:9][C@H:10]1[CH2:14][CH2:15][OH:16].